Dataset: Full USPTO retrosynthesis dataset with 1.9M reactions from patents (1976-2016). Task: Predict the reactants needed to synthesize the given product. (1) Given the product [C:7]1([N:3]2[CH2:2][CH2:1][CH2:21][CH2:22][CH2:23][CH2:44][CH2:45][CH2:46][C:47](=[O:48])[NH:43][CH2:42][CH2:6][CH2:4]2)[CH:8]=[CH:40][CH:36]=[CH:37][CH:9]=1, predict the reactants needed to synthesize it. The reactants are: [CH3:1][CH2:2][N:3]([CH:7]([CH3:9])[CH3:8])[CH:4]([CH3:6])C.CN(C(ON1N=NC2[CH:21]=[CH:22][CH:23]=NC1=2)=[N+](C)C)C.F[P-](F)(F)(F)(F)F.CN(C)[CH:36]1[CH2:40]CN[CH2:37]1.[CH3:42][N:43]1[C:47](=[O:48])[CH2:46][CH2:45][CH2:44]1. (2) Given the product [C:36]([O:21][CH2:20][CH2:19][N:16]1[CH2:15][CH2:14][N:13]([S:10]([C:7]2[CH:8]=[CH:9][C:4]([O:3][CH2:1][CH3:2])=[C:5]([C:22]3[NH:23][C:24](=[O:35])[C:25]4[N:30]([CH3:31])[CH:29]=[C:28]([CH2:32][CH2:33][CH3:34])[C:26]=4[N:27]=3)[CH:6]=2)(=[O:11])=[O:12])[CH2:18][CH2:17]1)(=[O:38])[CH3:37], predict the reactants needed to synthesize it. The reactants are: [CH2:1]([O:3][C:4]1[CH:9]=[CH:8][C:7]([S:10]([N:13]2[CH2:18][CH2:17][N:16]([CH2:19][CH2:20][OH:21])[CH2:15][CH2:14]2)(=[O:12])=[O:11])=[CH:6][C:5]=1[C:22]1[NH:23][C:24](=[O:35])[C:25]2[N:30]([CH3:31])[CH:29]=[C:28]([CH2:32][CH2:33][CH3:34])[C:26]=2[N:27]=1)[CH3:2].[C:36](OC(=O)C)(=[O:38])[CH3:37]. (3) Given the product [N:34]1[NH:35][N:36]=[N:2][C:1]=1[C:3]1[CH:4]=[C:5]([S:9]([NH2:12])(=[O:11])=[O:10])[CH:6]=[CH:7][CH:8]=1, predict the reactants needed to synthesize it. The reactants are: [C:1]([C:3]1[CH:4]=[C:5]([S:9]([NH:12]C2C(NC3C=C(OC)C=C(OC)C=3)=NC3C(=CC=CC=3)N=2)(=[O:11])=[O:10])[CH:6]=[CH:7][CH:8]=1)#[N:2].[N-:34]=[N+:35]=[N-:36].[Na+].[Cl-].[NH4+].Cl. (4) The reactants are: [CH2:1]([NH2:11])[CH2:2][CH2:3][CH2:4][CH2:5][CH2:6][CH2:7][CH2:8][CH2:9][CH3:10].Cl[C:13]1[C:22]2[C:17](=[CH:18][C:19]([F:23])=[CH:20][CH:21]=2)[N:16]=[CH:15][N:14]=1. Given the product [CH2:1]([NH:11][C:13]1[C:22]2[C:17](=[CH:18][C:19]([F:23])=[CH:20][CH:21]=2)[N:16]=[CH:15][N:14]=1)[CH2:2][CH2:3][CH2:4][CH2:5][CH2:6][CH2:7][CH2:8][CH2:9][CH3:10], predict the reactants needed to synthesize it. (5) Given the product [OH:8][C@H:7]1[C@@H:3]([CH2:2][NH:1][CH2:35][C:32]2[CH:33]=[CH:34][C:28]3[S:27][CH2:26][C:25](=[O:24])[NH:30][C:29]=3[N:31]=2)[CH2:4][C@H:5]([C:9]([NH:11][C:12]2[C:21]3[C:16](=[CH:17][CH:18]=[C:19]([O:22][CH3:23])[N:20]=3)[N:15]=[CH:14][CH:13]=2)=[O:10])[CH2:6]1, predict the reactants needed to synthesize it. The reactants are: [NH2:1][CH2:2][C@@H:3]1[C@H:7]([OH:8])[CH2:6][C@@H:5]([C:9]([NH:11][C:12]2[C:21]3[C:16](=[CH:17][CH:18]=[C:19]([O:22][CH3:23])[N:20]=3)[N:15]=[CH:14][CH:13]=2)=[O:10])[CH2:4]1.[O:24]=[C:25]1[NH:30][C:29]2[N:31]=[C:32]([CH:35]=O)[CH:33]=[CH:34][C:28]=2[S:27][CH2:26]1.[BH4-].[Na+].